From a dataset of Catalyst prediction with 721,799 reactions and 888 catalyst types from USPTO. Predict which catalyst facilitates the given reaction. (1) The catalyst class is: 17. Product: [C:29]([O:28][C:26]([N:24]1[C:5]2=[N:6][C:7]([C:17]3[CH:22]=[CH:21][C:20]([CH3:23])=[CH:19][CH:18]=3)=[C:8]([C:10]3[CH:15]=[CH:14][C:13]([CH3:16])=[CH:12][CH:11]=3)[N:9]=[C:4]2[CH2:3][CH:2]([O:1][C:33](=[O:35])[CH3:34])[CH2:25]1)=[O:27])([CH3:32])([CH3:31])[CH3:30]. Reactant: [OH:1][CH:2]1[CH2:25][N:24]([C:26]([O:28][C:29]([CH3:32])([CH3:31])[CH3:30])=[O:27])[C:5]2=[N:6][C:7]([C:17]3[CH:22]=[CH:21][C:20]([CH3:23])=[CH:19][CH:18]=3)=[C:8]([C:10]3[CH:15]=[CH:14][C:13]([CH3:16])=[CH:12][CH:11]=3)[N:9]=[C:4]2[CH2:3]1.[C:33](OC(=O)C)(=[O:35])[CH3:34]. (2) Reactant: CC1C=C(C)C=C(C)C=1S(ON)(=O)=O.FC(F)(F)C(OC(C(F)(F)F)C(F)(F)F)C(F)(F)F.[Na].[F:35][C:36]([F:45])([F:44])[CH:37]([O:42][NH2:43])[C:38]([F:41])([F:40])[F:39].Cl.[Cl:47][C:48]1[CH:60]=[C:59]([O:61][CH2:62][CH:63]=[C:64]([Cl:66])[Cl:65])[CH:58]=[C:57]([Cl:67])[C:49]=1[O:50][CH2:51][CH2:52][CH2:53][CH2:54][CH:55]=O. Product: [F:35][C:36]([F:44])([F:45])[CH:37]([O:42][N:43]=[CH:55][CH2:54][CH2:53][CH2:52][CH2:51][O:50][C:49]1[C:57]([Cl:67])=[CH:58][C:59]([O:61][CH2:62][CH:63]=[C:64]([Cl:66])[Cl:65])=[CH:60][C:48]=1[Cl:47])[C:38]([F:40])([F:39])[F:41]. The catalyst class is: 27. (3) Reactant: [Ti:1].[S:2](=[O:6])(=[O:5])([OH:4])[OH:3]. Product: [S:2]([O-:6])([O-:5])(=[O:4])=[O:3].[Ti+4:1].[S:2]([O-:6])([O-:5])(=[O:4])=[O:3]. The catalyst class is: 6. (4) Reactant: Cl[CH2:2][C:3]([NH:5][C:6]1[CH:25]=[CH:24][C:9]2[N:10]=[C:11]([NH:14][C@H:15]3[C:23]4[C:18](=[CH:19][CH:20]=[CH:21][CH:22]=4)[CH2:17][CH2:16]3)[O:12][CH2:13][C:8]=2[CH:7]=1)=[O:4].[NH2:26][CH2:27][C:28]([CH3:31])([OH:30])[CH3:29]. Product: [OH:30][C:28]([CH3:31])([CH3:29])[CH2:27][NH:26][CH2:2][C:3]([NH:5][C:6]1[CH:25]=[CH:24][C:9]2[N:10]=[C:11]([NH:14][C@H:15]3[C:23]4[C:18](=[CH:19][CH:20]=[CH:21][CH:22]=4)[CH2:17][CH2:16]3)[O:12][CH2:13][C:8]=2[CH:7]=1)=[O:4]. The catalyst class is: 10. (5) Reactant: [CH:1]([C:4]1[CH:5]=[C:6]([C:10]2[CH:15]=[CH:14][CH:13]=[CH:12][C:11]=2[CH2:16]O)[CH:7]=[CH:8][CH:9]=1)([CH3:3])[CH3:2].O=S(Cl)[Cl:20]. Product: [Cl:20][CH2:16][C:11]1[CH:12]=[CH:13][CH:14]=[CH:15][C:10]=1[C:6]1[CH:7]=[CH:8][CH:9]=[C:4]([CH:1]([CH3:3])[CH3:2])[CH:5]=1. The catalyst class is: 26. (6) Reactant: [CH:1]1([C:7]2[O:11][C:10]([CH2:12][CH3:13])=[C:9]([C:14]([OH:16])=O)[CH:8]=2)[CH2:6][CH2:5][CH2:4][CH2:3][CH2:2]1.[N:17]1([C:23]2[N:28]=[CH:27][C:26]([NH2:29])=[CH:25][CH:24]=2)[CH2:22][CH2:21][O:20][CH2:19][CH2:18]1.C(N(CC)CC)C.F[P-](F)(F)(F)(F)F.N1(O[P+](N(C)C)(N(C)C)N(C)C)C2C=CC=CC=2N=N1. Product: [N:17]1([C:23]2[N:28]=[CH:27][C:26]([NH:29][C:14]([C:9]3[CH:8]=[C:7]([CH:1]4[CH2:2][CH2:3][CH2:4][CH2:5][CH2:6]4)[O:11][C:10]=3[CH2:12][CH3:13])=[O:16])=[CH:25][CH:24]=2)[CH2:22][CH2:21][O:20][CH2:19][CH2:18]1. The catalyst class is: 39. (7) Reactant: [C:1]([NH:4][C:5]1[CH:13]=[C:12]([OH:14])[CH:11]=[CH:10][C:6]=1[C:7]([OH:9])=[O:8])(=[O:3])[CH3:2].[CH2:15](Cl)[C:16]1[CH:21]=[CH:20][CH:19]=[CH:18][CH:17]=1.C(=O)([O-])[O-].[K+].[K+]. Product: [CH2:15]([O:8][C:7](=[O:9])[C:6]1[CH:10]=[CH:11][C:12]([O:14][CH2:7][C:6]2[CH:10]=[CH:11][CH:12]=[CH:13][CH:5]=2)=[CH:13][C:5]=1[NH:4][C:1](=[O:3])[CH3:2])[C:16]1[CH:21]=[CH:20][CH:19]=[CH:18][CH:17]=1. The catalyst class is: 3. (8) Reactant: [Br:1][C:2]1[N:7]=[CH:6][C:5]([CH:8]=O)=[CH:4][CH:3]=1.[NH:10]1[CH2:15][CH2:14][O:13][CH2:12][CH2:11]1.[BH-](OC(C)=O)(OC(C)=O)OC(C)=O.[Na+].C(O)(=O)C. Product: [Br:1][C:2]1[N:7]=[CH:6][C:5]([CH2:8][N:10]2[CH2:15][CH2:14][O:13][CH2:12][CH2:11]2)=[CH:4][CH:3]=1. The catalyst class is: 26.